Dataset: Forward reaction prediction with 1.9M reactions from USPTO patents (1976-2016). Task: Predict the product of the given reaction. (1) Given the reactants [Cl:1][C:2]1[CH:3]=[C:4]2[C:10]3([CH2:15][CH2:14][N:13]([C:16]([O:18][C:19]([CH3:22])([CH3:21])[CH3:20])=[O:17])[CH2:12][CH2:11]3)[CH2:9][N:8]([C:23]3[C:24]4[C@H:31]([CH3:32])[CH2:30][C@@H:29](O)[C:25]=4[N:26]=[CH:27][N:28]=3)[C:5]2=[CH:6][CH:7]=1.CCN(S(F)(F)[F:40])CC, predict the reaction product. The product is: [Cl:1][C:2]1[CH:3]=[C:4]2[C:10]3([CH2:15][CH2:14][N:13]([C:16]([O:18][C:19]([CH3:22])([CH3:21])[CH3:20])=[O:17])[CH2:12][CH2:11]3)[CH2:9][N:8]([C:23]3[C:24]4[C@H:31]([CH3:32])[CH2:30][C@H:29]([F:40])[C:25]=4[N:26]=[CH:27][N:28]=3)[C:5]2=[CH:6][CH:7]=1. (2) Given the reactants [F:1][C:2]1[CH:7]=[CH:6][C:5]([N:8]2[C:17]3[C:12](=[N:13][CH:14]=[C:15]([CH2:18][C:19]4[CH:24]=[CH:23][C:22]([F:25])=[CH:21][CH:20]=4)[CH:16]=3)[C:11]([OH:26])=[C:10]([C:27]([NH:29][CH2:30][CH2:31][OH:32])=[O:28])[C:9]2=[O:33])=[CH:4][CH:3]=1.[OH-].[Na+:35], predict the reaction product. The product is: [F:1][C:2]1[CH:7]=[CH:6][C:5]([N:8]2[C:17]3[C:12](=[N:13][CH:14]=[C:15]([CH2:18][C:19]4[CH:24]=[CH:23][C:22]([F:25])=[CH:21][CH:20]=4)[CH:16]=3)[C:11]([O-:26])=[C:10]([C:27]([NH:29][CH2:30][CH2:31][OH:32])=[O:28])[C:9]2=[O:33])=[CH:4][CH:3]=1.[Na+:35]. (3) Given the reactants Cl.C(OC(=O)[C@@H](C)CC(N)CC1C=CC(C2C=CC=C(Cl)C=2)=CC=1)C.ClC(Cl)(OC(=O)OC(Cl)(Cl)Cl)Cl.[NH2:38][CH2:39][C:40]([O:42][C:43]([CH3:46])([CH3:45])[CH3:44])=[O:41].CCN(C(C)C)C(C)C.[CH2:56]([O:58][C:59](=[O:81])[C@@H:60]([CH3:80])[CH2:61][CH:62]([N:77]=[C:78]=[O:79])[CH2:63][C:64]1[CH:69]=[CH:68][C:67]([C:70]2[CH:75]=[CH:74][CH:73]=[C:72]([Cl:76])[CH:71]=2)=[CH:66][CH:65]=1)[CH3:57], predict the reaction product. The product is: [CH2:56]([O:58][C:59](=[O:81])[C@@H:60]([CH3:80])[CH2:61][CH:62]([N:77]=[C:78]=[O:79])[CH2:63][C:64]1[CH:69]=[CH:68][C:67]([C:70]2[CH:75]=[CH:74][CH:73]=[C:72]([Cl:76])[CH:71]=2)=[CH:66][CH:65]=1)[CH3:57].[CH2:56]([O:58][C:59](=[O:81])[C@@H:60]([CH3:80])[CH2:61][CH:62]([NH:77][C:78]([NH:38][CH2:39][C:40]([O:42][C:43]([CH3:46])([CH3:45])[CH3:44])=[O:41])=[O:79])[CH2:63][C:64]1[CH:69]=[CH:68][C:67]([C:70]2[CH:75]=[CH:74][CH:73]=[C:72]([Cl:76])[CH:71]=2)=[CH:66][CH:65]=1)[CH3:57]. (4) Given the reactants [Si]([O:8][C@H:9]1[CH2:17][N:16]2[C@H:11]([CH2:12]C(=O)[CH2:14][CH2:15]2)[CH2:10]1)(C(C)(C)C)(C)C.[CH:19]([O:24][CH3:25])([O:22][CH3:23])OC.CC1C=CC(S(O)(=O)=O)=CC=1.C[O-].[Na+], predict the reaction product. The product is: [OH:8][C@H:9]1[CH2:17][N:16]2[C@H:11]([CH2:12][C:19]([O:22][CH3:23])([O:24][CH3:25])[CH2:14][CH2:15]2)[CH2:10]1. (5) Given the reactants [Si](O[C@@H]1[C@@]2(C)C(=CC=C3[C@@H]2CC[C@@]2(C)[C@H]3CC=C2[C@H](O)C)C[C@@H](O[Si](C(C)(C)C)(C)C)C1)(C(C)(C)C)(C)C.CC(C)([O-])C.[K+].C1OCCOC2C(=CC=CC=2)OCCOCCOC2C(=CC=CC=2)OC1.O1[C@H](C(C)C)C1.[Si]([O:84][C@@H:85]1[C@@:110]2([CH3:111])[C:89](=[CH:90][CH:91]=[C:92]3[C@@H:109]2[CH2:108][CH2:107][C@@:106]2([CH3:112])[C@H:93]3[CH2:94][CH:95]=[C:96]2[C@H:97]([O:99][CH2:100][C@H:101]([OH:105])[CH:102]([CH3:104])[CH3:103])[CH3:98])[CH2:88][C@@H:87]([O:113][Si](C(C)(C)C)(C)C)[CH2:86]1)(C(C)(C)C)(C)C.[F-].C([N+](CCCC)(CCCC)CCCC)CCC, predict the reaction product. The product is: [OH:84][C@@H:85]1[C@@:110]2([CH3:111])[C:89](=[CH:90][CH:91]=[C:92]3[C@@H:109]2[CH2:108][CH2:107][C@@:106]2([CH3:112])[C@H:93]3[CH2:94][CH:95]=[C:96]2[C@H:97]([O:99][CH2:100][C@H:101]([OH:105])[CH:102]([CH3:104])[CH3:103])[CH3:98])[CH2:88][C@@H:87]([OH:113])[CH2:86]1. (6) Given the reactants C(=O)([O-])[O-].[Na+].[Na+].C1(C)C=CC=CC=1.C(OP(O[CH2:23][C:24]1[O:28][N:27]=[C:26]([C:29]([O:31][CH2:32][CH3:33])=[O:30])[CH:25]=1)(OCC)=O)C.[O:34]1[CH:38]=[CH:37][C:36](B(O)O)=[CH:35]1, predict the reaction product. The product is: [O:34]1[CH:38]=[CH:37][C:36]([CH2:23][C:24]2[O:28][N:27]=[C:26]([C:29]([O:31][CH2:32][CH3:33])=[O:30])[CH:25]=2)=[CH:35]1. (7) Given the reactants BrC1C=C(C(Cl)=O)C=CC=1.[Cl:11][C:12]1[CH:18]=[C:17]([O:19][C:20]2[C:29]3[C:24](=[CH:25][C:26]([O:32][CH3:33])=[C:27]([O:30][CH3:31])[CH:28]=3)[N:23]=[CH:22][CH:21]=2)[CH:16]=[CH:15][C:13]=1[NH2:14].[Br:34][C:35]1[CH:36]=[C:37]([C:41]([N:43]=[C:44]=[S:45])=[O:42])[CH:38]=[CH:39][CH:40]=1, predict the reaction product. The product is: [Br:34][C:35]1[CH:36]=[C:37]([C:41]([N:43]=[C:44]=[S:45])=[O:42])[CH:38]=[CH:39][CH:40]=1.[Br:34][C:35]1[CH:36]=[C:37]([CH:38]=[CH:39][CH:40]=1)[C:41]([NH:43][C:44]([NH:14][C:13]1[CH:15]=[CH:16][C:17]([O:19][C:20]2[C:29]3[C:24](=[CH:25][C:26]([O:32][CH3:33])=[C:27]([O:30][CH3:31])[CH:28]=3)[N:23]=[CH:22][CH:21]=2)=[CH:18][C:12]=1[Cl:11])=[S:45])=[O:42].